From a dataset of Drug half-life prediction data from Obach et al.. Regression/Classification. Given a drug SMILES string, predict its absorption, distribution, metabolism, or excretion properties. Task type varies by dataset: regression for continuous measurements (e.g., permeability, clearance, half-life) or binary classification for categorical outcomes (e.g., BBB penetration, CYP inhibition). For this dataset (half_life_obach), we predict log10(half-life) (log10 of half-life in hours). (1) The drug is O=C1Nc2ccc(Cl)cc2C(c2ccccc2)=NC1O. The log10(half-life) is 0.830. (2) The molecule is CC(C)NCC(O)c1ccc(NS(C)(=O)=O)cc1. The log10(half-life) is 0.800. (3) The compound is COc1cc2c3cc1Oc1cc(ccc1O)C[C@@H]1c4c(cc(OC)c(O)c4Oc4ccc(cc4)C[C@@H]3N(C)CC2)CC[N+]1(C)C.[Cl-]. The log10(half-life) is 0.300. (4) The compound is CCCCCN(C)CCC(O)(P(=O)(O)O)P(=O)(O)O. The log10(half-life) is 1.15.